From a dataset of Reaction yield outcomes from USPTO patents with 853,638 reactions. Predict the reaction yield, written as a fraction of the theoretical maximum amount of product (1.0 means a 100% yield; for example, 0.34 means a 34% yield). (1) The catalyst is C(Cl)Cl. The reactants are [C:1]([O:4][C@H:5]([C:8]#[C:9][C:10]#[C:11][C@H:12]([NH2:22])[CH2:13][CH2:14][CH2:15][CH2:16][CH2:17][CH2:18][CH2:19][CH2:20][CH3:21])[CH:6]=[CH2:7])(=[O:3])[CH3:2].[C:23](O[C:23](=[O:30])[C:24]1[CH:29]=[CH:28][CH:27]=[CH:26][CH:25]=1)(=[O:30])[C:24]1[CH:29]=[CH:28][CH:27]=[CH:26][CH:25]=1.C(N(CC)CC)C. The product is [C:1]([O:4][C@H:5]([C:8]#[C:9][C:10]#[C:11][C@H:12]([NH:22][C:23](=[O:30])[C:24]1[CH:29]=[CH:28][CH:27]=[CH:26][CH:25]=1)[CH2:13][CH2:14][CH2:15][CH2:16][CH2:17][CH2:18][CH2:19][CH2:20][CH3:21])[CH:6]=[CH2:7])(=[O:3])[CH3:2]. The yield is 0.512. (2) The reactants are CC(C)([O-])C.[K+].[C:7]([CH2:9]P(=O)(OCC)OCC)#[N:8].[Si:18]([O:35][CH:36]1[CH2:39][C:38](=O)[CH2:37]1)([C:31]([CH3:34])([CH3:33])[CH3:32])([C:25]1[CH:30]=[CH:29][CH:28]=[CH:27][CH:26]=1)[C:19]1[CH:24]=[CH:23][CH:22]=[CH:21][CH:20]=1. The catalyst is C1COCC1. The product is [Si:18]([O:35][CH:36]1[CH2:37][C:38](=[CH:9][C:7]#[N:8])[CH2:39]1)([C:31]([CH3:33])([CH3:34])[CH3:32])([C:25]1[CH:26]=[CH:27][CH:28]=[CH:29][CH:30]=1)[C:19]1[CH:24]=[CH:23][CH:22]=[CH:21][CH:20]=1. The yield is 0.900. (3) The reactants are [OH:1][CH2:2][C:3]1[CH2:4][C@H:5]2[C@@:10]([CH3:12])([CH:11]=1)[C@H:9]([CH3:13])[CH2:8][C:7](=[O:14])[CH2:6]2.N.[Li].C(OCC)(=O)C. The catalyst is C1COCC1. The product is [OH:1][CH2:2][C:3]1[CH2:4][C@H:5]2[C@@:10]([CH3:12])([CH:11]=1)[C@H:9]([CH3:13])[CH2:8][C@H:7]([OH:14])[CH2:6]2. The yield is 0.730. (4) The catalyst is CN(C=O)C. The yield is 0.990. The product is [CH3:2][S:3][C:4]1[CH:11]=[CH:10][CH:9]=[CH:8][C:5]=1[CH2:6][NH:7][C:29]([C:20]1[CH:21]=[CH:22][C:23]2[C:28](=[CH:27][CH:26]=[N:25][CH:24]=2)[N:19]=1)=[O:30]. The reactants are Cl.[CH3:2][S:3][C:4]1[CH:11]=[CH:10][CH:9]=[CH:8][C:5]=1[CH2:6][NH2:7].C(N(CC)CC)C.[N:19]1[C:28]2[C:23](=[CH:24][N:25]=[CH:26][CH:27]=2)[CH:22]=[CH:21][C:20]=1[C:29](O)=[O:30].O.ON1C2C=CC=CC=2N=N1.